From a dataset of CYP2C19 inhibition data for predicting drug metabolism from PubChem BioAssay. Regression/Classification. Given a drug SMILES string, predict its absorption, distribution, metabolism, or excretion properties. Task type varies by dataset: regression for continuous measurements (e.g., permeability, clearance, half-life) or binary classification for categorical outcomes (e.g., BBB penetration, CYP inhibition). Dataset: cyp2c19_veith. (1) The molecule is CC(CO)(CO)N=Cc1cc(I)cc(I)c1O. The result is 0 (non-inhibitor). (2) The result is 0 (non-inhibitor). The drug is CN(C)CCC(=O)[C@@]1(O)CC[C@H]2[C@H]3CC=C4C[C@@H](O)CC[C@]4(C)[C@H]3CC[C@]21C. (3) The molecule is O=S(=O)(NCCSCc1ccc(Cl)cc1Cl)c1ccc2c(c1)OCCO2. The result is 1 (inhibitor). (4) The molecule is COc1ccc(C(=O)N2CCC[C@@]3(CCN(Cc4ccccc4OC)C3)C2)cc1. The result is 0 (non-inhibitor). (5) The molecule is CNC(=O)OCC[N+](C)(C)C. The result is 0 (non-inhibitor).